This data is from Full USPTO retrosynthesis dataset with 1.9M reactions from patents (1976-2016). The task is: Predict the reactants needed to synthesize the given product. (1) Given the product [CH3:22][S:23][CH2:2][C:3]1[C:4]([C:16]2[CH:21]=[CH:20][CH:19]=[CH:18][CH:17]=2)=[N:5][C:6]2[C:11]([C:12]=1[C:13]([OH:15])=[O:14])=[CH:10][CH:9]=[CH:8][CH:7]=2, predict the reactants needed to synthesize it. The reactants are: Br[CH2:2][C:3]1[C:4]([C:16]2[CH:21]=[CH:20][CH:19]=[CH:18][CH:17]=2)=[N:5][C:6]2[C:11]([C:12]=1[C:13]([OH:15])=[O:14])=[CH:10][CH:9]=[CH:8][CH:7]=2.[CH3:22][S-:23].[Na+]. (2) Given the product [N:10]1([C:7]2[N:8]=[CH:9][C:4]([CH2:23][CH:24]([OH:25])[CH2:26][OH:19])=[CH:5][CH:6]=2)[CH:14]=[N:13][N:12]=[N:11]1, predict the reactants needed to synthesize it. The reactants are: C([C:4]1[CH:5]=[CH:6][C:7]([N:10]2[CH:14]=[N:13][N:12]=[N:11]2)=[N:8][CH:9]=1)C=C.C[N+]1([O-])CC[O:19]CC1.[CH3:23][C:24]([CH3:26])=[O:25]. (3) Given the product [NH2:4][C:5]1[C:6]([C:11]([OH:14])([CH3:12])[CH3:13])=[N:7][C:8]([Br:15])=[CH:9][CH:10]=1, predict the reactants needed to synthesize it. The reactants are: C(#N)C.[NH2:4][C:5]1[C:6]([C:11]([OH:14])([CH3:13])[CH3:12])=[N:7][CH:8]=[CH:9][CH:10]=1.[Br:15]N1C(=O)CCC1=O. (4) Given the product [F:1][C:2]1[CH:7]=[CH:6][C:5]([NH:8][C:9]2[O:13][C:12]([C:14]([NH:16][C:17]3[CH:18]=[CH:19][C:20]([S:23]([CH:26]4[CH2:27][CH2:28][CH:29]([C:32]([OH:34])=[O:33])[CH2:30][CH2:31]4)(=[O:25])=[O:24])=[CH:21][CH:22]=3)=[O:15])=[N:11][N:10]=2)=[CH:4][CH:3]=1, predict the reactants needed to synthesize it. The reactants are: [F:1][C:2]1[CH:7]=[CH:6][C:5]([NH:8][C:9]2[O:13][C:12]([C:14]([NH:16][C:17]3[CH:22]=[CH:21][C:20]([S:23]([CH:26]4[CH2:31][CH2:30][CH:29]([C:32]([O:34]C)=[O:33])[CH2:28][CH2:27]4)(=[O:25])=[O:24])=[CH:19][CH:18]=3)=[O:15])=[N:11][N:10]=2)=[CH:4][CH:3]=1.C1COCC1.[OH-].[Li+].C(O)(=O)CC(CC(O)=O)(C(O)=O)O. (5) Given the product [F:1][C:2]1[CH:10]=[CH:9][C:5]([C:6]([NH:20][CH3:19])=[O:7])=[CH:4][CH:3]=1, predict the reactants needed to synthesize it. The reactants are: [F:1][C:2]1[CH:10]=[CH:9][C:5]([C:6](O)=[O:7])=[CH:4][CH:3]=1.CN.C1COCC1.C[CH2:19][N:20](CC)CC.C1C=CC2N(O)N=NC=2C=1.C1CCC(N=C=NC2CCCCC2)CC1. (6) Given the product [CH2:1]([CH:3]([C:6]1[C:14]2[N:13]([CH2:15][C:16]([O:18][CH:19]([CH3:21])[CH3:20])=[O:17])[C:12](=[O:22])[NH:11][C:10]=2[CH:9]=[CH:8][CH:7]=1)[CH2:4][CH3:5])[CH3:2], predict the reactants needed to synthesize it. The reactants are: [CH2:1]([CH:3]([C:6]1[C:14]2[N:13]([CH2:15][C:16]([O:18][CH:19]([CH3:21])[CH3:20])=[O:17])[C:12](=[O:22])[N:11](C(OC(C)(C)C)=O)[C:10]=2[CH:9]=[CH:8][CH:7]=1)[CH2:4][CH3:5])[CH3:2].Cl.